This data is from Forward reaction prediction with 1.9M reactions from USPTO patents (1976-2016). The task is: Predict the product of the given reaction. (1) Given the reactants [CH3:1][O:2][C:3](=[O:38])[C:4]1[CH:9]=[CH:8][C:7]([CH2:10][N:11]2[CH:15]=[C:14]([C:16]3[CH:21]=[CH:20][C:19]([Cl:22])=[CH:18][C:17]=3[Cl:23])[N:13]=[C:12]2[CH2:24][C:25]2[CH:30]=[CH:29][C:28]([C:31]3[CH:36]=[CH:35][CH:34]=[C:33]([NH2:37])[CH:32]=3)=[CH:27][CH:26]=2)=[CH:6][CH:5]=1.[CH2:39]([S:42](Cl)(=[O:44])=[O:43])[CH2:40][CH3:41], predict the reaction product. The product is: [CH3:1][O:2][C:3](=[O:38])[C:4]1[CH:9]=[CH:8][C:7]([CH2:10][N:11]2[CH:15]=[C:14]([C:16]3[CH:21]=[CH:20][C:19]([Cl:22])=[CH:18][C:17]=3[Cl:23])[N:13]=[C:12]2[CH2:24][C:25]2[CH:30]=[CH:29][C:28]([C:31]3[CH:36]=[CH:35][CH:34]=[C:33]([NH:37][S:42]([CH2:39][CH2:40][CH3:41])(=[O:44])=[O:43])[CH:32]=3)=[CH:27][CH:26]=2)=[CH:6][CH:5]=1. (2) The product is: [C:20]([O:23][CH:24]([O:17][C:16]([C:15]1[C:9]2[O:8][B:7]([OH:19])[C@@H:6]([NH:5][C:1](=[O:4])[CH2:2][CH3:3])[CH2:11][C:10]=2[CH:12]=[CH:13][CH:14]=1)=[O:18])[CH3:25])(=[O:22])[CH3:21]. Given the reactants [C:1]([NH:5][CH:6]1[CH2:11][C:10]2[CH:12]=[CH:13][CH:14]=[C:15]([C:16]([OH:18])=[O:17])[C:9]=2[O:8][B:7]1[OH:19])(=[O:4])[CH2:2][CH3:3].[C:20]([O:23][CH2:24][CH2:25]Br)(=[O:22])[CH3:21], predict the reaction product. (3) Given the reactants [CH:1]([C:4]1[N:8]2[CH:9]=[C:10]([S:13][C:14]3[CH:21]=[CH:20][CH:19]=[CH:18][C:15]=3[CH2:16][NH2:17])[CH:11]=[CH:12][C:7]2=[N:6][N:5]=1)([CH3:3])[CH3:2].N1C=CC=CC=1.Cl[C:29]([O:31][C:32]1[CH:37]=[CH:36][CH:35]=[CH:34][CH:33]=1)=[O:30], predict the reaction product. The product is: [C:32]1([O:31][C:29](=[O:30])[NH:17][CH2:16][C:15]2[CH:18]=[CH:19][CH:20]=[CH:21][C:14]=2[S:13][C:10]2[CH:11]=[CH:12][C:7]3[N:8]([C:4]([CH:1]([CH3:3])[CH3:2])=[N:5][N:6]=3)[CH:9]=2)[CH:37]=[CH:36][CH:35]=[CH:34][CH:33]=1. (4) Given the reactants [Cl:1][C:2]1[CH:3]=[CH:4][C:5]([NH2:26])=[N:6][C:7]=1[C:8]1[C:16]2[C:11](=[CH:12][CH:13]=[CH:14][CH:15]=2)[N:10]([S:17]([C:20]2[CH:25]=[CH:24][CH:23]=[CH:22][CH:21]=2)(=[O:19])=[O:18])[CH:9]=1.Br[C:28]1[CH:29]=[C:30]([NH:34][C:35]([C:37]2[CH:42]=[CH:41][C:40]([NH:43][C:44](=[O:50])[O:45][C:46]([CH3:49])([CH3:48])[CH3:47])=[CH:39][CH:38]=2)=[O:36])[CH:31]=[CH:32][CH:33]=1.CC1(C)C2C(=C(P(C3C=CC=CC=3)C3C=CC=CC=3)C=CC=2)OC2C(P(C3C=CC=CC=3)C3C=CC=CC=3)=CC=CC1=2.[O-]P([O-])([O-])=O.[K+].[K+].[K+], predict the reaction product. The product is: [Cl:1][C:2]1[CH:3]=[CH:4][C:5]([NH:26][C:28]2[CH:29]=[C:30]([NH:34][C:35]([C:37]3[CH:38]=[CH:39][C:40]([NH:43][C:44](=[O:50])[O:45][C:46]([CH3:48])([CH3:47])[CH3:49])=[CH:41][CH:42]=3)=[O:36])[CH:31]=[CH:32][CH:33]=2)=[N:6][C:7]=1[C:8]1[C:16]2[C:11](=[CH:12][CH:13]=[CH:14][CH:15]=2)[N:10]([S:17]([C:20]2[CH:21]=[CH:22][CH:23]=[CH:24][CH:25]=2)(=[O:19])=[O:18])[CH:9]=1. (5) Given the reactants [CH:1](=[N:8]/[C:9]1[CH:17]=[CH:16][CH:15]=[C:14]2[C:10]=1[CH2:11][O:12][C:13]2=[O:18])\[C:2]1[CH:7]=[CH:6][CH:5]=[CH:4][CH:3]=1.[CH3:19][N:20]1[C:24]([CH3:25])=[N:23][N:22]=[C:21]1[CH:26]=O.[O-:28][CH2:29][CH3:30].[Na+].C(O)C, predict the reaction product. The product is: [CH3:19][N:20]1[C:24]([CH3:25])=[N:23][N:22]=[C:21]1[CH:26]1[C:29](=[O:28])[C:30]2[C:14]([C:13]([O:12][CH2:11][CH3:10])=[O:18])=[CH:15][CH:16]=[CH:17][C:9]=2[NH:8][CH:1]1[C:2]1[CH:3]=[CH:4][CH:5]=[CH:6][CH:7]=1. (6) Given the reactants [CH3:1][C:2]1[CH:6]=[C:5]([C:7]([OH:9])=O)[NH:4][N:3]=1.[NH2:10][C:11]1[CH:12]=[C:13]([CH:30]=[CH:31][C:32]=1[CH3:33])[O:14][C:15]1[CH:16]=[CH:17][C:18]2[N:19]([CH:21]=[C:22]([NH:24][C:25]([CH:27]3[CH2:29][CH2:28]3)=[O:26])[N:23]=2)[N:20]=1.ON1C2C=CC=CC=2N=N1.Cl.C(N=C=NCCCN(C)C)C.C(N(CC)CC)C, predict the reaction product. The product is: [CH:27]1([C:25]([NH:24][C:22]2[N:23]=[C:18]3[CH:17]=[CH:16][C:15]([O:14][C:13]4[CH:30]=[CH:31][C:32]([CH3:33])=[C:11]([NH:10][C:7]([C:5]5[NH:4][N:3]=[C:2]([CH3:1])[CH:6]=5)=[O:9])[CH:12]=4)=[N:20][N:19]3[CH:21]=2)=[O:26])[CH2:28][CH2:29]1. (7) Given the reactants Cl[C:2]1[N:7]=[C:6](Cl)[C:5]([F:9])=[CH:4][N:3]=1.[CH3:10][C:11]1[CH:17]=[C:16]([OH:18])[C:15]([CH3:19])=[CH:14][C:12]=1[NH2:13], predict the reaction product. The product is: [CH3:10][C:11]1[CH:17]=[C:16]([OH:18])[C:15]([CH3:19])=[CH:14][C:12]=1[NH:13][C:2]1[N:7]=[C:6]([NH:13][C:12]2[CH:14]=[C:15]([CH3:19])[C:16]([OH:18])=[CH:17][C:11]=2[CH3:10])[C:5]([F:9])=[CH:4][N:3]=1. (8) Given the reactants [F:1][C:2]1[CH:7]=[CH:6][C:5]([B:8]([OH:10])[OH:9])=[C:4]([CH2:11][O:12][Si](C(C)C)(C(C)C)C(C)C)[CH:3]=1.FC(F)(F)C(O)=O, predict the reaction product. The product is: [F:1][C:2]1[CH:7]=[CH:6][C:5]([B:8]([OH:9])[OH:10])=[C:4]([CH2:11][OH:12])[CH:3]=1. (9) The product is: [CH3:12][O:11][C:9](=[O:10])[CH:8]([N:7]([C:41]([O:40][C:37]([CH3:39])([CH3:38])[CH3:36])=[O:42])[C:5](=[O:6])[CH2:4][N:1]=[N+:2]=[N-:3])[CH2:13][S:14][CH2:15][C:16]1[CH:21]=[CH:20][CH:19]=[C:18]([O:22][CH2:23][CH2:24][O:25][S:26]([C:29]2[CH:30]=[CH:31][C:32]([CH3:33])=[CH:34][CH:35]=2)(=[O:27])=[O:28])[CH:17]=1. Given the reactants [N:1]([CH2:4][C:5]([NH:7][CH:8]([CH2:13][S:14][CH2:15][C:16]1[CH:21]=[CH:20][CH:19]=[C:18]([O:22][CH2:23][CH2:24][O:25][S:26]([C:29]2[CH:35]=[CH:34][C:32]([CH3:33])=[CH:31][CH:30]=2)(=[O:28])=[O:27])[CH:17]=1)[C:9]([O:11][CH3:12])=[O:10])=[O:6])=[N+:2]=[N-:3].[CH3:36][C:37]([O:40][C:41](O[C:41]([O:40][C:37]([CH3:39])([CH3:38])[CH3:36])=[O:42])=[O:42])([CH3:39])[CH3:38], predict the reaction product. (10) Given the reactants [CH3:1][P:2](=[O:7])([O:5][CH3:6])[O:3][CH3:4].[Li]CCCC.[CH:13]1([CH2:18][CH2:19][C:20](OC)=[O:21])[CH2:17][CH2:16][CH2:15][CH2:14]1.C1(CCC(O)=O)CCCC1.S(=O)(=O)(O)O, predict the reaction product. The product is: [CH:13]1([CH2:18][CH2:19][C:20](=[O:21])[CH2:1][P:2](=[O:7])([O:5][CH3:6])[O:3][CH3:4])[CH2:17][CH2:16][CH2:15][CH2:14]1.